Dataset: Reaction yield outcomes from USPTO patents with 853,638 reactions. Task: Predict the reaction yield, written as a fraction of the theoretical maximum amount of product (1.0 means a 100% yield; for example, 0.34 means a 34% yield). (1) The reactants are Br[C:2]1[C:10]2[C:5](=[C:6]([O:18][CH2:19][CH2:20][C:21]3[CH:26]=[CH:25][CH:24]=[CH:23][N:22]=3)[CH:7]=[C:8]([C:11]3[C:16]([Cl:17])=[CH:15][CH:14]=[CH:13][N:12]=3)[CH:9]=2)[N:4]([C:27]([O:29][C:30]([CH3:33])([CH3:32])[CH3:31])=[O:28])[N:3]=1.[CH3:34][N:35]1[CH:39]=[CH:38][C:37]([NH2:40])=[N:36]1.C(=O)([O-])[O-].[Cs+].[Cs+].CC1(C)C2C=CC=C(P(C3C=CC=CC=3)C3C=CC=CC=3)C=2OC2C1=CC=CC=2P(C1C=CC=CC=1)C1C=CC=CC=1. The catalyst is C(OCC)(=O)C.O1CCOCC1. The product is [Cl:17][C:16]1[C:11]([C:8]2[CH:9]=[C:10]3[C:5](=[C:6]([O:18][CH2:19][CH2:20][C:21]4[CH:26]=[CH:25][CH:24]=[CH:23][N:22]=4)[CH:7]=2)[N:4]([C:27]([O:29][C:30]([CH3:33])([CH3:32])[CH3:31])=[O:28])[N:3]=[C:2]3[NH:40][C:37]2[CH:38]=[CH:39][N:35]([CH3:34])[N:36]=2)=[N:12][CH:13]=[CH:14][CH:15]=1. The yield is 0.780. (2) The reactants are [NH2:1][C:2]1[CH:3]=[C:4]([C:8]([O:10][CH3:11])=[O:9])[S:5][C:6]=1[CH3:7].[S:12]1[CH:16]=[CH:15][CH:14]=[C:13]1[S:17](Cl)(=[O:19])=[O:18]. The catalyst is N1C=CC=CC=1. The product is [CH3:7][C:6]1[S:5][C:4]([C:8]([O:10][CH3:11])=[O:9])=[CH:3][C:2]=1[NH:1][S:17]([C:13]1[S:12][CH:16]=[CH:15][CH:14]=1)(=[O:19])=[O:18]. The yield is 0.960. (3) The reactants are [Br:1][CH2:2][C:3]([C:5]1[S:6][CH:7]=[CH:8][N:9]=1)=[O:4].[CH3:10][O:11][C:12]1[N:17]=[CH:16][C:15]([CH:18]([NH:30][C:31]2[CH:32]=[C:33]([CH:39]=[CH:40][CH:41]=2)[C:34]([O:36][CH2:37][CH3:38])=[O:35])[C:19](=[O:29])[O:20][C@@H:21]2[CH:26]3[CH2:27][CH2:28][N:23]([CH2:24][CH2:25]3)[CH2:22]2)=[CH:14][CH:13]=1. The catalyst is CCOC(C)=O. The product is [Br-:1].[CH2:37]([O:36][C:34]([C:33]1[CH:32]=[C:31]([NH:30][CH:18]([C:15]2[CH:16]=[N:17][C:12]([O:11][CH3:10])=[CH:13][CH:14]=2)[C:19]([O:20][C@@H:21]2[CH:26]3[CH2:27][CH2:28][N+:23]([CH2:2][C:3](=[O:4])[C:5]4[S:6][CH:7]=[CH:8][N:9]=4)([CH2:24][CH2:25]3)[CH2:22]2)=[O:29])[CH:41]=[CH:40][CH:39]=1)=[O:35])[CH3:38]. The yield is 0.633. (4) The reactants are [CH:1](/[CH2:9][C:10]([OH:12])=[O:11])=[CH:2]\[C:3]1[CH:8]=[CH:7][CH:6]=[CH:5][CH:4]=1.[CH3:13]S(O)(=O)=O.C[O-].[Na+]. The catalyst is CO.C(OC)(OC)OC. The product is [C:3]1(/[CH:2]=[CH:1]/[CH2:9][C:10]([O:12][CH3:13])=[O:11])[CH:8]=[CH:7][CH:6]=[CH:5][CH:4]=1. The yield is 1.00. (5) The reactants are [C:1]1([Mg]Br)[CH:6]=[CH:5][CH:4]=[CH:3][CH:2]=1.[N:9]12[CH2:16][CH2:15][CH:12]([CH2:13][CH2:14]1)[C@@H:11]([O:17][C:18](=[O:26])[C:19](=[O:25])[C:20]1[O:21][CH:22]=[CH:23][CH:24]=1)[CH2:10]2.[Cl-].[NH4+].CCOCC. The catalyst is C1COCC1.N#N. The product is [N:9]12[CH2:16][CH2:15][CH:12]([CH2:13][CH2:14]1)[C@@H:11]([O:17][C:18](=[O:26])[C:19]([C:20]1[O:21][CH:22]=[CH:23][CH:24]=1)([OH:25])[C:1]1[CH:6]=[CH:5][CH:4]=[CH:3][CH:2]=1)[CH2:10]2. The yield is 0.400. (6) The reactants are [CH:1]1[C:13]2[CH:12]([CH2:14][O:15][C:16]([NH:18][C@H:19]([CH2:23][C:24]([O:26][C:27]([CH3:30])([CH3:29])[CH3:28])=[O:25])[C:20]([OH:22])=O)=[O:17])[C:11]3[C:6](=[CH:7][CH:8]=[CH:9][CH:10]=3)[C:5]=2[CH:4]=[CH:3][CH:2]=1.CN.C[CH2:34][N:35](C(C)C)C(C)C.CN(C(ON1N=NC2C=CC=NC1=2)=[N+](C)C)C.F[P-](F)(F)(F)(F)F. The catalyst is CN(C=O)C. The product is [CH:10]1[C:11]2[CH:12]([CH2:14][O:15][C:16]([NH:18][C@@H:19]([C:20]([NH:35][CH3:34])=[O:22])[CH2:23][C:24]([O:26][C:27]([CH3:29])([CH3:30])[CH3:28])=[O:25])=[O:17])[C:13]3[C:5](=[CH:4][CH:3]=[CH:2][CH:1]=3)[C:6]=2[CH:7]=[CH:8][CH:9]=1. The yield is 0.710. (7) The reactants are [Br:1][C:2]1[C:3]([O:13][CH3:14])=[CH:4][C:5]([O:11][CH3:12])=[C:6]([CH:10]=1)[C:7]([OH:9])=O.CN(C=O)C.C([N:23](CC)[CH:24]([CH3:26])[CH3:25])(C)C.CN(C(ON1N=N[C:39]2[CH:40]=[CH:41][CH:42]=[N:43][C:38]1=2)=[N+](C)C)C.F[P-](F)(F)(F)(F)F. The catalyst is C(Cl)Cl.C(OCC)C. The product is [Br:1][C:2]1[C:3]([O:13][CH3:14])=[CH:4][C:5]([O:11][CH3:12])=[C:6]([CH:10]=1)[C:7]([NH:23][C:24]1([C:38]2[CH:39]=[CH:40][CH:41]=[CH:42][N:43]=2)[CH2:26][CH2:25]1)=[O:9]. The yield is 0.760. (8) The reactants are [Cl:1][C:2]1[C:3]([O:30][C@H:31]2[CH2:36][CH2:35][CH2:34][CH2:33][C@@H:32]2[C:37]2[N:41]([CH2:42][O:43][CH2:44][CH2:45][O:46][CH3:47])[N:40]=[CH:39][CH:38]=2)=[CH:4][C:5]([F:29])=[C:6]([S:8]([N:11](CC2C=CC(OC)=CC=2OC)[C:12]2[CH:17]=[CH:16][N:15]=[CH:14][N:13]=2)(=[O:10])=[O:9])[CH:7]=1.C([SiH](CC)CC)C.FC(F)(F)C(O)=O. The catalyst is ClCCl. The product is [Cl:1][C:2]1[C:3]([O:30][C@H:31]2[CH2:36][CH2:35][CH2:34][CH2:33][C@@H:32]2[C:37]2[N:41]([CH2:42][O:43][CH2:44][CH2:45][O:46][CH3:47])[N:40]=[CH:39][CH:38]=2)=[CH:4][C:5]([F:29])=[C:6]([S:8]([NH:11][C:12]2[CH:17]=[CH:16][N:15]=[CH:14][N:13]=2)(=[O:10])=[O:9])[CH:7]=1. The yield is 0.990. (9) The reactants are [CH3:1][S:2][C:3]1[N:4]=[CH:5][C:6]2[CH:12]=[CH:11][C:10](=[O:13])[NH:9][C:7]=2[N:8]=1.[Br:14]N1C(=O)CCC1=O. The catalyst is CN(C)C=O. The product is [Br:14][C:11]1[C:10](=[O:13])[NH:9][C:7]2[N:8]=[C:3]([S:2][CH3:1])[N:4]=[CH:5][C:6]=2[CH:12]=1. The yield is 0.480.